Dataset: Full USPTO retrosynthesis dataset with 1.9M reactions from patents (1976-2016). Task: Predict the reactants needed to synthesize the given product. (1) Given the product [N+:6]([C:9]1[CH:14]=[CH:13][CH:12]=[CH:11][C:10]=1[C:15]1[N:16]=[C:17]2[CH:22]=[CH:21][CH:20]=[CH:19][N:18]2[C:23]=1[CH:27]=[O:28])([O-:8])=[O:7], predict the reactants needed to synthesize it. The reactants are: O=P(Cl)(Cl)Cl.[N+:6]([C:9]1[CH:14]=[CH:13][CH:12]=[CH:11][C:10]=1[C:15]1[N:16]=[C:17]2[CH:22]=[CH:21][CH:20]=[CH:19][N:18]2[CH:23]=1)([O-:8])=[O:7].CN([CH:27]=[O:28])C. (2) The reactants are: [Cl:1][C:2]1[CH:3]=[CH:4][C:5]([CH3:9])=[C:6]([CH:8]=1)[NH2:7].[C:10](#[N:17])[C:11]1[CH:16]=[CH:15][CH:14]=[CH:13][CH:12]=1. Given the product [Cl:1][C:2]1[CH:3]=[CH:4][C:5]([CH3:9])=[C:6]([NH:7][C:10](=[NH:17])[C:11]2[CH:16]=[CH:15][CH:14]=[CH:13][CH:12]=2)[CH:8]=1, predict the reactants needed to synthesize it. (3) Given the product [Br:1][C:2]1[CH:7]=[CH:6][C:5]([F:8])=[CH:4][C:3]=1[C:9]1[N:10]=[N:11][N:12]([CH3:16])[N:13]=1, predict the reactants needed to synthesize it. The reactants are: [Br:1][C:2]1[CH:7]=[CH:6][C:5]([F:8])=[CH:4][C:3]=1[C:9]1[NH:13][N:12]=[N:11][N:10]=1.IC.[C:16](=O)([O-])[O-].[K+].[K+].